This data is from Catalyst prediction with 721,799 reactions and 888 catalyst types from USPTO. The task is: Predict which catalyst facilitates the given reaction. (1) The catalyst class is: 13. Reactant: [CH3:1][C:2]1[C:7]([O:8][CH3:9])=[C:6]([CH2:10]/[CH:11]=[C:12](/[CH2:14][CH2:15][C:16]([O:18][CH2:19][CH2:20][N:21]2[CH2:26][CH2:25][O:24][CH2:23][CH2:22]2)=[O:17])\[CH3:13])[C:5]([OH:27])=[C:4]2[C:28]([O:30][CH2:31][C:3]=12)=[O:29].Cl.O.C([O-])(O)=O.[Na+]. Product: [CH3:1][C:2]1[C:7]([O:8][CH3:9])=[C:6]([CH2:10]/[CH:11]=[C:12](/[CH2:14][CH2:15][C:16]([O:18][CH2:19][CH2:20][N:21]2[CH2:22][CH2:23][O:24][CH2:25][CH2:26]2)=[O:17])\[CH3:13])[C:5]([OH:27])=[C:4]2[C:28]([O:30][CH2:31][C:3]=12)=[O:29]. (2) The catalyst class is: 7. Reactant: [CH2:1]([N:8]1[C:12]([C:13](OC)=[O:14])=[CH:11][C:10]([O:17][CH2:18][CH2:19][CH3:20])=[N:9]1)[C:2]1[CH:7]=[CH:6][CH:5]=[CH:4][CH:3]=1.[H-].[Al+3].[Li+].[H-].[H-].[H-].O.O.O.O.O.O.O.O.O.O.S([O-])([O-])(=O)=O.[Na+].[Na+]. Product: [CH2:1]([N:8]1[C:12]([CH2:13][OH:14])=[CH:11][C:10]([O:17][CH2:18][CH2:19][CH3:20])=[N:9]1)[C:2]1[CH:3]=[CH:4][CH:5]=[CH:6][CH:7]=1. (3) Reactant: [CH:1]([CH:3]1[CH2:8][CH2:7][N:6]([C:9]([O:11][C:12]([CH3:15])([CH3:14])[CH3:13])=[O:10])[CH2:5][CH2:4]1)=O.Cl.[NH2:17][OH:18].C(=O)([O-])[O-].[Na+].[Na+]. Product: [OH:18][N:17]=[CH:1][CH:3]1[CH2:8][CH2:7][N:6]([C:9]([O:11][C:12]([CH3:15])([CH3:14])[CH3:13])=[O:10])[CH2:5][CH2:4]1. The catalyst class is: 24. (4) Reactant: [I:1][C:2]1[C:3]2[CH2:13][C:12]3[C:7](=[CH:8][CH:9]=[C:10]([C:14]([NH:16][CH2:17][C:18]4[CH:23]=[CH:22][CH:21]=[CH:20][N:19]=4)=[O:15])[CH:11]=3)[C:4]=2[NH:5][N:6]=1.[CH3:24][O:25][C:26]1[CH:31]=[CH:30][C:29]([CH:32](Cl)[C:33]2[CH:38]=[CH:37][C:36]([O:39][CH3:40])=[CH:35][CH:34]=2)=[CH:28][CH:27]=1.CCN(CC)CC. Product: [CH3:40][O:39][C:36]1[CH:35]=[CH:34][C:33]([CH:32]([C:29]2[CH:30]=[CH:31][C:26]([O:25][CH3:24])=[CH:27][CH:28]=2)[N:5]2[C:4]3[C:7]4[C:12]([CH2:13][C:3]=3[C:2]([I:1])=[N:6]2)=[CH:11][C:10]([C:14]([NH:16][CH2:17][C:18]2[CH:23]=[CH:22][CH:21]=[CH:20][N:19]=2)=[O:15])=[CH:9][CH:8]=4)=[CH:38][CH:37]=1. The catalyst class is: 163. (5) Reactant: O.O.O.O.O.O.O.O.O.[S-2:10].[Na+].[Na+].[S].Cl[C:15]1[CH:20]=[CH:19][C:18]([N+:21]([O-:23])=[O:22])=[CH:17][C:16]=1[NH:24][C:25](=O)[C:26]1[CH:31]=[CH:30][C:29]([CH3:32])=[CH:28][CH:27]=1.Cl. Product: [N+:21]([C:18]1[CH:19]=[CH:20][C:15]2[S:10][C:25]([C:26]3[CH:31]=[CH:30][C:29]([CH3:32])=[CH:28][CH:27]=3)=[N:24][C:16]=2[CH:17]=1)([O-:23])=[O:22]. The catalyst class is: 40. (6) Reactant: Cl.Cl[CH2:3][C:4]1[N:5]([CH2:9][C:10]2[CH:15]=[C:14]([Cl:16])[CH:13]=[C:12]([Cl:17])[CH:11]=2)[CH:6]=[CH:7][N:8]=1.[CH:18]1([OH:24])[CH2:23][CH2:22][CH2:21][CH2:20][CH2:19]1. Product: [CH:18]1([O:24][CH2:3][C:4]2[N:5]([CH2:9][C:10]3[CH:15]=[C:14]([Cl:16])[CH:13]=[C:12]([Cl:17])[CH:11]=3)[CH:6]=[CH:7][N:8]=2)[CH2:23][CH2:22][CH2:21][CH2:20][CH2:19]1. The catalyst class is: 10.